From a dataset of Forward reaction prediction with 1.9M reactions from USPTO patents (1976-2016). Predict the product of the given reaction. (1) Given the reactants [O:1]=[C:2]1[CH:7]([N:8]2[CH2:16][C:15]3[C:10](=[CH:11][CH:12]=[C:13]([C:17]#[N:18])[CH:14]=3)[C:9]2=[O:19])[CH2:6][CH2:5][C:4](=[O:20])[NH:3]1.[ClH:21], predict the reaction product. The product is: [ClH:21].[NH2:18][CH2:17][C:13]1[CH:14]=[C:15]2[C:10](=[CH:11][CH:12]=1)[C:9](=[O:19])[N:8]([CH:7]1[CH2:6][CH2:5][C:4](=[O:20])[NH:3][C:2]1=[O:1])[CH2:16]2. (2) Given the reactants Cl.[CH2:2]([O:9][C:10](=[O:24])[C@@H:11]1[CH2:15][CH2:14][CH2:13][N:12]1[C:16](=[O:23])[CH:17]([CH:19]([CH2:21][CH3:22])[CH3:20])[NH2:18])[C:3]1[CH:8]=[CH:7][CH:6]=[CH:5][CH:4]=1.CCN(C(C)C)C(C)C.[C:34](Cl)(=[O:41])[C:35]1[CH:40]=[CH:39][CH:38]=[CH:37][CH:36]=1, predict the reaction product. The product is: [CH2:2]([O:9][C:10](=[O:24])[C@@H:11]1[CH2:15][CH2:14][CH2:13][N:12]1[C:16](=[O:23])[CH:17]([CH:19]([CH2:21][CH3:22])[CH3:20])[NH:18][C:34](=[O:41])[C:35]1[CH:40]=[CH:39][CH:38]=[CH:37][CH:36]=1)[C:3]1[CH:8]=[CH:7][CH:6]=[CH:5][CH:4]=1. (3) Given the reactants C[N:2](C)/[CH:3]=[CH:4]/[C:5]([C:7]1[C:12](=[O:13])[CH:11]=[CH:10][N:9]([C:14]2[CH:19]=[CH:18][C:17]([S:20]([C:23]([F:26])([F:25])[F:24])(=[O:22])=[O:21])=[CH:16][CH:15]=2)[N:8]=1)=O.[C:28]1([NH:34]N)[CH:33]=[CH:32][CH:31]=[CH:30][CH:29]=1, predict the reaction product. The product is: [C:28]1([N:34]2[C:5]([C:7]3[C:12](=[O:13])[CH:11]=[CH:10][N:9]([C:14]4[CH:19]=[CH:18][C:17]([S:20]([C:23]([F:25])([F:26])[F:24])(=[O:21])=[O:22])=[CH:16][CH:15]=4)[N:8]=3)=[CH:4][CH:3]=[N:2]2)[CH:33]=[CH:32][CH:31]=[CH:30][CH:29]=1. (4) Given the reactants C[O:2][C:3]([C:5]1[CH:6]=[C:7]([Cl:31])[CH:8]=[C:9]2[C:14]=1[NH:13][CH:12]([C:15]1[CH:20]=[CH:19][CH:18]=[C:17]([NH:21][C:22]([CH3:28])([C:24](=[O:27])[NH:25][CH3:26])[CH3:23])[CH:16]=1)[C:11]([CH3:30])([CH3:29])[CH2:10]2)=[O:4].O.[OH-].[Li+].O.Cl, predict the reaction product. The product is: [Cl:31][C:7]1[CH:8]=[C:9]2[C:14](=[C:5]([C:3]([OH:4])=[O:2])[CH:6]=1)[NH:13][CH:12]([C:15]1[CH:20]=[CH:19][CH:18]=[C:17]([NH:21][C:22]([CH3:28])([C:24](=[O:27])[NH:25][CH3:26])[CH3:23])[CH:16]=1)[C:11]([CH3:30])([CH3:29])[CH2:10]2. (5) Given the reactants [CH3:1][O:2][C:3]([C:5]1[S:6][C:7]([C:10]#[C:11][CH2:12][NH:13][C:14]([O:16][C:17]([CH3:20])([CH3:19])[CH3:18])=[O:15])=[CH:8][CH:9]=1)=[O:4], predict the reaction product. The product is: [CH3:1][O:2][C:3]([C:5]1[S:6][C:7]([CH2:10][CH2:11][CH2:12][NH:13][C:14]([O:16][C:17]([CH3:20])([CH3:19])[CH3:18])=[O:15])=[CH:8][CH:9]=1)=[O:4]. (6) Given the reactants C(OC([N:8]1[CH2:14][CH2:13][C:12](=[O:15])[N:11]([CH2:16][CH2:17][CH2:18][N:19]2[CH2:26][CH2:25][C:22]3([CH2:24][CH2:23]3)[C@H:21]([OH:27])[CH2:20]2)[CH2:10][C@H:9]1[CH3:28])=O)(C)(C)C.[ClH:29], predict the reaction product. The product is: [ClH:29].[ClH:29].[OH:27][C@@H:21]1[CH2:20][N:19]([CH2:18][CH2:17][CH2:16][N:11]2[C:12](=[O:15])[CH2:13][CH2:14][NH:8][C@H:9]([CH3:28])[CH2:10]2)[CH2:26][CH2:25][C:22]21[CH2:23][CH2:24]2.